This data is from Retrosynthesis with 50K atom-mapped reactions and 10 reaction types from USPTO. The task is: Predict the reactants needed to synthesize the given product. (1) Given the product CCOC(=O)COc1ccc(B2OC(C)(C)C(C)(C)O2)cc1, predict the reactants needed to synthesize it. The reactants are: CC1(C)OB(c2ccc(O)cc2)OC1(C)C.CCOC(=O)CBr. (2) Given the product COC(=O)C[C@H](CO)SCc1ccccc1, predict the reactants needed to synthesize it. The reactants are: COC(=O)C[C@@H](SCc1ccccc1)C(=O)O. (3) The reactants are: Cc1cc(C(=O)OC(C)(C)C)ccc1CCS(=O)(=O)N1CCC2(CC1)N=C(c1cc(OCc3ccccc3)cc(C(F)(F)F)c1)N(C(=O)OC(C)(C)C)C2=O. Given the product Cc1cc(C(=O)OC(C)(C)C)ccc1CCS(=O)(=O)N1CCC2(CC1)N=C(c1cc(O)cc(C(F)(F)F)c1)N(C(=O)OC(C)(C)C)C2=O, predict the reactants needed to synthesize it. (4) Given the product Cc1cccc(Cl)c1S(=O)(=O)N1CCn2cccc2C1CO, predict the reactants needed to synthesize it. The reactants are: CCOC(=O)C1c2cccn2CCN1S(=O)(=O)c1c(C)cccc1Cl. (5) The reactants are: CCc1c(-c2ccccn2)nc2cc(F)cc(F)c2c1Cl.Nc1cc(N2CCOCC2)cnc1N1CCOCC1. Given the product CCc1c(-c2ccccn2)nc2cc(F)cc(F)c2c1Nc1cc(N2CCOCC2)cnc1N1CCOCC1, predict the reactants needed to synthesize it. (6) Given the product CC(C)(C)CNCCn1c(Sc2nc3cccc(Cl)c3s2)nc2c(N)ncnc21, predict the reactants needed to synthesize it. The reactants are: CC(C)(C)CN.CS(=O)(=O)OCCn1c(Sc2nc3cccc(Cl)c3s2)nc2c(N)ncnc21. (7) The reactants are: CCOC(=O)c1oc2c(C(=O)c3ccc(Cl)cc3)cc(C(C)(C)C)c(O)c2c1C. Given the product Cc1c(C(=O)O)oc2c(C(=O)c3ccc(Cl)cc3)cc(C(C)(C)C)c(O)c12, predict the reactants needed to synthesize it. (8) The reactants are: CCOC(=O)C(=O)N1CCC(c2ccc(OC)c(OC3CCCC3)c2)CC1. Given the product COc1ccc(C2CCN(C(=O)C(=O)O)CC2)cc1OC1CCCC1, predict the reactants needed to synthesize it. (9) Given the product COC(=O)c1cc(I)cc(-c2ccc(C)cn2)c1, predict the reactants needed to synthesize it. The reactants are: COC(=O)c1cc(N)cc(-c2ccc(C)cn2)c1.ICI. (10) Given the product CN(C)C1=N[C@H]2[C@H](O[C@H](CO)[C@H]3OC(C)(C)O[C@@H]32)S1, predict the reactants needed to synthesize it. The reactants are: CN(C)C1=N[C@H]2[C@H](O[C@H](COC(=O)c3ccccc3)[C@H]3OC(C)(C)O[C@@H]32)S1.